This data is from Peptide-MHC class I binding affinity with 185,985 pairs from IEDB/IMGT. The task is: Regression. Given a peptide amino acid sequence and an MHC pseudo amino acid sequence, predict their binding affinity value. This is MHC class I binding data. (1) The peptide sequence is VILWGYSA. The MHC is H-2-Kb with pseudo-sequence H-2-Kb. The binding affinity (normalized) is 0. (2) The peptide sequence is IPYCNYSKYW. The MHC is HLA-B35:01 with pseudo-sequence HLA-B35:01. The binding affinity (normalized) is 0.274. (3) The peptide sequence is WLGAAITLV. The MHC is HLA-A02:02 with pseudo-sequence HLA-A02:02. The binding affinity (normalized) is 0.781.